Regression/Classification. Given a drug SMILES string, predict its absorption, distribution, metabolism, or excretion properties. Task type varies by dataset: regression for continuous measurements (e.g., permeability, clearance, half-life) or binary classification for categorical outcomes (e.g., BBB penetration, CYP inhibition). Dataset: cyp3a4_veith. From a dataset of CYP3A4 inhibition data for predicting drug metabolism from PubChem BioAssay. (1) The drug is CCCCN=C1N/C(=C\c2ccco2)C(=O)N1c1ccccc1. The result is 0 (non-inhibitor). (2) The molecule is CSC([N-]/N=C/c1cccc(C)n1)=S=[Cu].CS[C@H]([S-])[N-]/N=C/c1cccc(C)n1. The result is 1 (inhibitor).